Dataset: Full USPTO retrosynthesis dataset with 1.9M reactions from patents (1976-2016). Task: Predict the reactants needed to synthesize the given product. (1) Given the product [Cl:14][C:15]1[CH:16]=[CH:17][C:18]([C:19]([NH:21][C:22]2[CH:27]=[C:26]([C:28]([F:31])([F:29])[F:30])[CH:25]=[C:24]([N:32]3[CH:36]=[C:35]([CH3:37])[N:34]=[CH:33]3)[CH:23]=2)=[O:20])=[CH:38][C:39]=1[C:13]#[C:12][C:9]1[N:8]=[N:7][C:6]([NH:5][CH:1]2[CH2:4][CH2:3][CH2:2]2)=[CH:11][CH:10]=1, predict the reactants needed to synthesize it. The reactants are: [CH:1]1([NH:5][C:6]2[N:7]=[N:8][C:9]([C:12]#[CH:13])=[CH:10][CH:11]=2)[CH2:4][CH2:3][CH2:2]1.[Cl:14][C:15]1[CH:39]=[CH:38][C:18]([C:19]([NH:21][C:22]2[CH:27]=[C:26]([C:28]([F:31])([F:30])[F:29])[CH:25]=[C:24]([N:32]3[CH:36]=[C:35]([CH3:37])[N:34]=[CH:33]3)[CH:23]=2)=[O:20])=[CH:17][C:16]=1I. (2) Given the product [Br:1][C:2]1[CH:7]=[CH:6][C:5]([CH2:8][CH:9]2[O:14][CH2:13][CH2:12][CH2:11][O:10]2)=[CH:4][CH:3]=1, predict the reactants needed to synthesize it. The reactants are: [Br:1][C:2]1[CH:7]=[CH:6][C:5]([CH2:8][CH:9]=[O:10])=[CH:4][CH:3]=1.[CH2:11](O)[CH2:12][CH2:13][OH:14].O.C1(C)C=CC(S(O)(=O)=O)=CC=1. (3) Given the product [CH2:16]([N:8]1[CH2:7][CH2:6][N:5]([C:9]([O:11][C:12]([CH3:15])([CH3:14])[CH3:13])=[O:10])[CH2:4][C@H:3]1[CH2:2][OH:1])[C:17]1[CH:22]=[CH:21][CH:20]=[CH:19][CH:18]=1, predict the reactants needed to synthesize it. The reactants are: [OH:1][CH2:2][C@H:3]1[NH:8][CH2:7][CH2:6][N:5]([C:9]([O:11][C:12]([CH3:15])([CH3:14])[CH3:13])=[O:10])[CH2:4]1.[CH:16](=O)[C:17]1[CH:22]=[CH:21][CH:20]=[CH:19][CH:18]=1.C(O[BH-](OC(=O)C)OC(=O)C)(=O)C.[Na+].C(=O)([O-])O.[Na+]. (4) The reactants are: [C:1](Cl)([O:3][CH2:4][C:5]1[CH:10]=[CH:9][CH:8]=[CH:7][CH:6]=1)=[O:2].[Cl:12][C:13]1[CH:18]=[CH:17][C:16]([C:19]2[N:20]=[CH:21][N:22]([CH2:31][O:32][CH2:33][CH2:34][Si:35]([CH3:38])([CH3:37])[CH3:36])[C:23]=2[C:24]2[CH:29]=[CH:28][C:27]([Cl:30])=[CH:26][CH:25]=2)=[CH:15][CH:14]=1. Given the product [Cl:12][C:13]1[CH:18]=[CH:17][C:16]([C:19]2[N:20]=[C:21]([C:1]([O:3][CH2:4][C:5]3[CH:10]=[CH:9][CH:8]=[CH:7][CH:6]=3)=[O:2])[N:22]([CH2:31][O:32][CH2:33][CH2:34][Si:35]([CH3:38])([CH3:37])[CH3:36])[C:23]=2[C:24]2[CH:29]=[CH:28][C:27]([Cl:30])=[CH:26][CH:25]=2)=[CH:15][CH:14]=1, predict the reactants needed to synthesize it. (5) Given the product [CH:40]1([CH2:39][CH2:38][O:37][C:19]2[CH:18]=[C:17]3[C:22](=[CH:21][CH:20]=2)[C:23]2[NH:24][C:25]([C:28]4[C:29]([Br:36])=[CH:30][C:31]([F:35])=[CH:32][C:33]=4[Br:34])=[N:26][C:27]=2[C:14]2[CH:13]=[CH:12][C:11]([CH2:10][C:9]([CH3:44])([OH:8])[CH3:43])=[CH:16][C:15]3=2)[CH2:42][CH2:41]1, predict the reactants needed to synthesize it. The reactants are: [Si]([O:8][C:9]([CH3:44])([CH3:43])[CH2:10][C:11]1[CH:12]=[CH:13][C:14]2[C:27]3[N:26]=[C:25]([C:28]4[C:33]([Br:34])=[CH:32][C:31]([F:35])=[CH:30][C:29]=4[Br:36])[NH:24][C:23]=3[C:22]3[C:17](=[CH:18][C:19]([O:37][CH2:38][CH2:39][CH:40]4[CH2:42][CH2:41]4)=[CH:20][CH:21]=3)[C:15]=2[CH:16]=1)(C(C)(C)C)(C)C.[Si](OC(C)(C)CC1C=CC2C3N=C(C4C(Br)=CC=CC=4Br)NC=3C3C(=CC(OCC4CC4)=CC=3)C=2C=1)(C(C)(C)C)(C)C. (6) Given the product [Cl-:39].[C:1]12([NH3+:29])[CH2:11][CH:6]3[CH2:7][CH:8]([CH2:10][CH:3]([CH2:4][CH2:5]3)[CH2:2]1)[CH2:9]2, predict the reactants needed to synthesize it. The reactants are: [C:1]12(C(O)=O)[CH2:11][CH:6]3[CH2:7][CH:8]([CH2:10][CH:3]([CH2:4][CH2:5]3)[CH2:2]1)[CH2:9]2.C1(P([N:29]=[N+]=[N-])(C2C=CC=CC=2)=O)C=CC=CC=1.C(N(CC)CC)C.[ClH:39]. (7) Given the product [CH3:1][CH2:48][CH2:46][CH2:45][C@H:44]([NH:49][C:50]([C:52]1[O:53][C:54]2[CH:60]=[CH:59][CH:58]=[CH:57][C:55]=2[CH:56]=1)=[O:51])[C:42](=[O:43])[NH:41][C@H:40]1[CH2:39][CH2:38][N:27]2[C:28](=[O:37])[C:29]3[CH:30]=[CH:31][CH:32]=[CH:33][C:34]=3[C:35](=[O:36])[N:26]2[CH2:25][C:24]1=[O:23], predict the reactants needed to synthesize it. The reactants are: [CH3:1]C(OI1(OC(C)=O)(OC(C)=O)OC(=O)C2C=CC=CC1=2)=O.[OH:23][CH:24]1[CH:40]([NH:41][C:42]([C@@H:44]([NH:49][C:50]([C:52]2[O:53][C:54]3[CH:60]=[CH:59][CH:58]=[CH:57][C:55]=3[CH:56]=2)=[O:51])[CH2:45][CH:46]([CH3:48])C)=[O:43])[CH2:39][CH2:38][N:27]2[C:28](=[O:37])[C:29]3[CH:30]=[CH:31][CH:32]=[CH:33][C:34]=3[C:35](=[O:36])[N:26]2[CH2:25]1.